Dataset: Full USPTO retrosynthesis dataset with 1.9M reactions from patents (1976-2016). Task: Predict the reactants needed to synthesize the given product. Given the product [CH:31]1([NH:37][C:38](=[O:39])[N:27]([CH2:26][C:22]2[CH:21]=[CH:20][CH:19]=[C:18]3[C:23]=2[C:24](=[O:25])[N:16]([CH:15]2[CH2:14][CH2:13][C:12](=[O:30])[NH:11][C:10]2=[O:9])[C:17]3=[O:29])[CH3:28])[CH2:36][CH2:35][CH2:34][CH2:33][CH2:32]1, predict the reactants needed to synthesize it. The reactants are: C(N(CC)CC)C.Cl.[O:9]=[C:10]1[CH:15]([N:16]2[C:24](=[O:25])[C:23]3[C:18](=[CH:19][CH:20]=[CH:21][C:22]=3[CH2:26][NH:27][CH3:28])[C:17]2=[O:29])[CH2:14][CH2:13][C:12](=[O:30])[NH:11]1.[CH:31]1([N:37]=[C:38]=[O:39])[CH2:36][CH2:35][CH2:34][CH2:33][CH2:32]1.